From a dataset of Full USPTO retrosynthesis dataset with 1.9M reactions from patents (1976-2016). Predict the reactants needed to synthesize the given product. Given the product [CH3:1][O:2][C:3](=[O:28])[C:4]1[CH:5]=[CH:6][C:7]([C:10](=[O:27])[C:11]([C:12]2[CH:17]=[C:16]([C:18]3[S:19][CH:20]=[CH:21][CH:22]=3)[C:15]([O:23][CH3:24])=[C:14]([O:25][CH3:26])[CH:13]=2)=[CH2:34])=[CH:8][CH:9]=1, predict the reactants needed to synthesize it. The reactants are: [CH3:1][O:2][C:3](=[O:28])[C:4]1[CH:9]=[CH:8][C:7]([C:10](=[O:27])[CH2:11][C:12]2[CH:17]=[C:16]([C:18]3[S:19][CH:20]=[CH:21][CH:22]=3)[C:15]([O:23][CH3:24])=[C:14]([O:25][CH3:26])[CH:13]=2)=[CH:6][CH:5]=1.CO.C=O.N1CCCC[CH2:34]1.